From a dataset of Reaction yield outcomes from USPTO patents with 853,638 reactions. Predict the reaction yield, written as a fraction of the theoretical maximum amount of product (1.0 means a 100% yield; for example, 0.34 means a 34% yield). (1) The reactants are [CH2:1]([O:8][C:9]([NH:11][C@@H:12]([CH2:16][C:17]1[CH:22]=[CH:21][CH:20]=[CH:19][CH:18]=1)[C@@H:13]1[O:15][CH2:14]1)=[O:10])[C:2]1[CH:7]=[CH:6][CH:5]=[CH:4][CH:3]=1.[CH2:23]([NH2:27])[CH2:24][CH2:25][CH3:26]. No catalyst specified. The product is [CH2:1]([O:8][C:9]([NH:11][C@@H:12]([CH2:16][C:17]1[CH:22]=[CH:21][CH:20]=[CH:19][CH:18]=1)[C@H:13]([OH:15])[CH2:14][NH:27][CH2:23][CH2:24][CH2:25][CH3:26])=[O:10])[C:2]1[CH:7]=[CH:6][CH:5]=[CH:4][CH:3]=1. The yield is 0.800. (2) The reactants are [C:1]([NH:4][C@@H:5]([CH2:9][CH2:10][S:11][CH3:12])[C:6]([OH:8])=O)(=[O:3])[CH3:2].C(N(CC)CC)C.CN(C(ON1N=NC2C=CC=NC1=2)=[N+](C)C)C.F[P-](F)(F)(F)(F)F.Cl.[NH2:45][CH2:46][CH2:47][O:48][C:49]1[CH:54]=[CH:53][C:52]([NH:55][C:56](=[O:65])[C:57]2[CH:62]=[CH:61][CH:60]=[C:59]([O:63][CH3:64])[CH:58]=2)=[CH:51][C:50]=1[C:66]1[N:70]([CH3:71])[N:69]=[CH:68][CH:67]=1. The catalyst is ClCCl. The product is [C:1]([NH:4][C@@H:5]([CH2:9][CH2:10][S:11][CH3:12])[C:6]([NH:45][CH2:46][CH2:47][O:48][C:49]1[CH:54]=[CH:53][C:52]([NH:55][C:56](=[O:65])[C:57]2[CH:62]=[CH:61][CH:60]=[C:59]([O:63][CH3:64])[CH:58]=2)=[CH:51][C:50]=1[C:66]1[N:70]([CH3:71])[N:69]=[CH:68][CH:67]=1)=[O:8])(=[O:3])[CH3:2]. The yield is 0.573. (3) The reactants are [Cl:1][C:2]1[C:10]([NH:11][S:12]([CH2:15][CH2:16][CH3:17])(=[O:14])=[O:13])=[CH:9][CH:8]=[C:7]([F:18])[C:3]=1[C:4]([OH:6])=O.[CH3:19][O:20][C:21]1[C:29]2[C:24](=[N:25][CH:26]=[C:27]([NH2:30])[CH:28]=2)[NH:23][N:22]=1.CCN=C=NCCCN(C)C.C1C=CC2N(O)N=NC=2C=1. The catalyst is CN(C)C=O.C(OCC)(=O)C. The product is [Cl:1][C:2]1[C:10]([NH:11][S:12]([CH2:15][CH2:16][CH3:17])(=[O:14])=[O:13])=[CH:9][CH:8]=[C:7]([F:18])[C:3]=1[C:4]([NH:30][C:27]1[CH:28]=[C:29]2[C:21]([O:20][CH3:19])=[N:22][NH:23][C:24]2=[N:25][CH:26]=1)=[O:6]. The yield is 0.159. (4) The reactants are [CH3:1][O:2][C:3]1[CH:8]=[C:7]([N+:9]([O-:11])=[O:10])[CH:6]=[CH:5][C:4]=1B1OC(C)(C)C(C)(C)O1.[Cl:21][C:22]1[CH:27]=[C:26](Cl)[N:25]=[CH:24][N:23]=1.C(=O)(O)O.[K]. The catalyst is CCO.Cl[Pd](Cl)([P](C1C=CC=CC=1)(C1C=CC=CC=1)C1C=CC=CC=1)[P](C1C=CC=CC=1)(C1C=CC=CC=1)C1C=CC=CC=1. The product is [Cl:21][C:22]1[CH:27]=[C:26]([C:4]2[CH:5]=[CH:6][C:7]([N+:9]([O-:11])=[O:10])=[CH:8][C:3]=2[O:2][CH3:1])[N:25]=[CH:24][N:23]=1. The yield is 0.350. (5) The reactants are [Br:1][CH2:2][CH2:3][CH2:4][CH2:5][CH2:6][CH2:7][CH2:8][CH2:9][C:10]1[CH:15]=[CH:14][CH:13]=[CH:12][CH:11]=1.[N:16]1[CH:21]=[CH:20][CH:19]=[CH:18][C:17]=1[CH3:22]. The catalyst is C(#N)C. The product is [Br-:1].[CH3:22][C:17]1[CH:18]=[CH:19][CH:20]=[CH:21][N+:16]=1[CH2:2][CH2:3][CH2:4][CH2:5][CH2:6][CH2:7][CH2:8][CH2:9][C:10]1[CH:15]=[CH:14][CH:13]=[CH:12][CH:11]=1. The yield is 0.700. (6) The reactants are [Br:1][C:2]1[CH:7]=[CH:6][C:5]([O:8][CH2:9][CH2:10][CH2:11]Br)=[CH:4][CH:3]=1.Cl.[F:14][C:15]1([F:21])[CH2:20][CH2:19][NH:18][CH2:17][CH2:16]1.C(=O)([O-])[O-].[K+].[K+]. The catalyst is C(#N)C. The product is [Br:1][C:2]1[CH:7]=[CH:6][C:5]([O:8][CH2:9][CH2:10][CH2:11][N:18]2[CH2:19][CH2:20][C:15]([F:21])([F:14])[CH2:16][CH2:17]2)=[CH:4][CH:3]=1. The yield is 0.500. (7) The yield is 0.920. The reactants are Br[C:2]1[CH:3]=[C:4]([C:15]([NH:17][C:18]2[CH:23]=[CH:22][C:21]([O:24][C:25]3[C:34]4[C:29](=[CH:30][C:31]([O:37][CH3:38])=[C:32]([O:35][CH3:36])[CH:33]=4)[N:28]=[CH:27][CH:26]=3)=[C:20]([F:39])[CH:19]=2)=[O:16])[C:5](=[O:14])[N:6]([C:8]2[CH:13]=[CH:12][CH:11]=[CH:10][CH:9]=2)[CH:7]=1.C(=O)([O-])[O-].[K+].[K+].[C:46]1(B(O)O)[CH:51]=[CH:50][CH:49]=[CH:48][CH:47]=1. The catalyst is CN(C=O)C.O.C(OCC)(=O)C.C1C=CC(P(C2C=CC=CC=2)[C-]2C=CC=C2)=CC=1.C1C=CC(P(C2C=CC=CC=2)[C-]2C=CC=C2)=CC=1.Cl[Pd]Cl.[Fe+2]. The product is [CH3:36][O:35][C:32]1[CH:33]=[C:34]2[C:29](=[CH:30][C:31]=1[O:37][CH3:38])[N:28]=[CH:27][CH:26]=[C:25]2[O:24][C:21]1[CH:22]=[CH:23][C:18]([NH:17][C:15]([C:4]2[C:5](=[O:14])[N:6]([C:8]3[CH:13]=[CH:12][CH:11]=[CH:10][CH:9]=3)[CH:7]=[C:2]([C:46]3[CH:51]=[CH:50][CH:49]=[CH:48][CH:47]=3)[CH:3]=2)=[O:16])=[CH:19][C:20]=1[F:39]. (8) The reactants are Cl[C:2]1[CH:3]=[C:4]([N:13]([CH:23]2[CH2:25][CH2:24]2)[CH2:14][C:15]2[CH:20]=[CH:19][C:18]([O:21][CH3:22])=[CH:17][CH:16]=2)[C:5]2[N:6]([C:8]([C:11]#[N:12])=[CH:9][N:10]=2)[N:7]=1.[CH2:26]([N:28]([CH2:36][CH3:37])[C:29]1[CH:34]=[CH:33][C:32]([NH2:35])=[CH:31][CH:30]=1)[CH3:27].CN1C(=O)CCC1. The catalyst is CO. The product is [CH:23]1([N:13]([CH2:14][C:15]2[CH:20]=[CH:19][C:18]([O:21][CH3:22])=[CH:17][CH:16]=2)[C:4]2[C:5]3[N:6]([C:8]([C:11]#[N:12])=[CH:9][N:10]=3)[N:7]=[C:2]([NH:35][C:32]3[CH:31]=[CH:30][C:29]([N:28]([CH2:36][CH3:37])[CH2:26][CH3:27])=[CH:34][CH:33]=3)[CH:3]=2)[CH2:25][CH2:24]1. The yield is 0.0900.